Binary Classification. Given a drug SMILES string, predict its activity (active/inactive) in a high-throughput screening assay against a specified biological target. From a dataset of HIV replication inhibition screening data with 41,000+ compounds from the AIDS Antiviral Screen. (1) The drug is COc1cc2c3c(c1OC)C(=NOS(=O)(=O)c1ccc(C)cc1)CC3N(S(=O)(=O)c1ccc(C)cc1)CC2. The result is 0 (inactive). (2) The molecule is CS(=O)(=O)c1ccc(-c2cc(-c3ccc(S(C)(=O)=O)cc3)[n+](-c3cc(-c4ccc(S(C)(=O)=O)cc4)c([O-])c(-c4ccc(S(C)(=O)=O)cc4)c3)c(-c3ccc(S(C)(=O)=O)cc3)c2)cc1. The result is 0 (inactive). (3) The molecule is COC(=O)C(Cn1cnc2c(Cl)nc(N)nc21)P(=O)(OC)OC. The result is 0 (inactive). (4) The molecule is CS(=O)(=O)c1ccc(-c2cc(-c3ccc(S(C)(=O)=O)cc3)[n+](-c3cc(-c4ccccc4)c([O-])c(-c4ccccc4)c3)c(-c3ccc(S(C)(=O)=O)cc3)c2)cc1. The result is 0 (inactive). (5) The molecule is O=C(NN=CC(F)(F)F)c1ccncc1. The result is 0 (inactive). (6) The molecule is Oc1ccc(CCl)c2cccnc12. The result is 0 (inactive). (7) The molecule is Nc1nc(N)nc(-c2ccccc2-c2nc(N)nc(N)n2)n1. The result is 0 (inactive). (8) The compound is C[N+](C)(CCO)CCN1c2ccccc2Sc2ccccc21.[I-]. The result is 0 (inactive). (9) The result is 0 (inactive). The drug is CC(C)(C)c1ccc(Oc2ccc(C#N)c(C#N)c2)c(C(C)(C)C)c1.